Dataset: Full USPTO retrosynthesis dataset with 1.9M reactions from patents (1976-2016). Task: Predict the reactants needed to synthesize the given product. Given the product [CH3:12][Si:11]([C:9]#[C:10][C:3]1[CH:8]=[CH:7][N:6]=[CH:5][CH:4]=1)([CH3:14])[CH3:13], predict the reactants needed to synthesize it. The reactants are: Cl.Br[C:3]1[CH:8]=[CH:7][N:6]=[CH:5][CH:4]=1.[C:9]([Si:11]([CH3:14])([CH3:13])[CH3:12])#[CH:10].C(N(C(C)C)CC)(C)C.